From a dataset of NCI-60 drug combinations with 297,098 pairs across 59 cell lines. Regression. Given two drug SMILES strings and cell line genomic features, predict the synergy score measuring deviation from expected non-interaction effect. (1) Drug 1: C1=CC(=C2C(=C1NCCNCCO)C(=O)C3=C(C=CC(=C3C2=O)O)O)NCCNCCO. Drug 2: CC(C)CN1C=NC2=C1C3=CC=CC=C3N=C2N. Cell line: CAKI-1. Synergy scores: CSS=48.4, Synergy_ZIP=0.867, Synergy_Bliss=-0.946, Synergy_Loewe=-20.5, Synergy_HSA=-0.548. (2) Drug 1: CC(CN1CC(=O)NC(=O)C1)N2CC(=O)NC(=O)C2. Drug 2: CCCS(=O)(=O)NC1=C(C(=C(C=C1)F)C(=O)C2=CNC3=C2C=C(C=N3)C4=CC=C(C=C4)Cl)F. Cell line: UO-31. Synergy scores: CSS=12.6, Synergy_ZIP=-4.65, Synergy_Bliss=-4.10, Synergy_Loewe=-1.93, Synergy_HSA=-2.02. (3) Drug 1: C1CCC(C1)C(CC#N)N2C=C(C=N2)C3=C4C=CNC4=NC=N3. Drug 2: CC12CCC(CC1=CCC3C2CCC4(C3CC=C4C5=CN=CC=C5)C)O. Cell line: SF-295. Synergy scores: CSS=0.506, Synergy_ZIP=-3.41, Synergy_Bliss=-5.27, Synergy_Loewe=-4.60, Synergy_HSA=-4.30.